From a dataset of NCI-60 drug combinations with 297,098 pairs across 59 cell lines. Regression. Given two drug SMILES strings and cell line genomic features, predict the synergy score measuring deviation from expected non-interaction effect. Drug 1: CCC1(CC2CC(C3=C(CCN(C2)C1)C4=CC=CC=C4N3)(C5=C(C=C6C(=C5)C78CCN9C7C(C=CC9)(C(C(C8N6C)(C(=O)OC)O)OC(=O)C)CC)OC)C(=O)OC)O.OS(=O)(=O)O. Drug 2: C1C(C(OC1N2C=NC(=NC2=O)N)CO)O. Cell line: HOP-62. Synergy scores: CSS=9.77, Synergy_ZIP=-2.75, Synergy_Bliss=-0.470, Synergy_Loewe=-1.59, Synergy_HSA=-1.19.